This data is from Forward reaction prediction with 1.9M reactions from USPTO patents (1976-2016). The task is: Predict the product of the given reaction. (1) Given the reactants Cl[C:2]1[CH:7]=[C:6]([C:8]#[C:9][C:10]2[N:14]3[N:15]=[C:16]([C:19]4[CH:24]=[CH:23][C:22]([C:25]([N:27]5[CH2:32][CH2:31][O:30][CH2:29][CH2:28]5)=[O:26])=[CH:21][CH:20]=4)[CH:17]=[CH:18][C:13]3=[N:12][CH:11]=2)[CH:5]=[CH:4][N:3]=1.[NH:33](N)[C:34]1[CH:39]=[CH:38][CH:37]=[C:36]([CH3:40])[CH:35]=1, predict the reaction product. The product is: [O:30]1[CH2:31][CH2:32][N:27]([C:25]([C:22]2[CH:23]=[CH:24][C:19]([C:16]3[CH:17]=[CH:18][C:13]4[N:14]([C:10]([C:9]#[C:8][C:6]5[CH:5]=[CH:4][N:3]=[C:2]([NH:33][C:34]6[CH:35]=[C:36]([CH3:40])[CH:37]=[CH:38][CH:39]=6)[CH:7]=5)=[CH:11][N:12]=4)[N:15]=3)=[CH:20][CH:21]=2)=[O:26])[CH2:28][CH2:29]1. (2) Given the reactants Br[C:2]1[CH:3]=[C:4]2[CH:10]=[CH:9][N:8]([Si:11]([CH:18]([CH3:20])[CH3:19])([CH:15]([CH3:17])[CH3:16])[CH:12]([CH3:14])[CH3:13])[C:5]2=[N:6][CH:7]=1.[CH3:21][Mg]Br.C(O)(=O)CC(CC(O)=O)(C(O)=O)O, predict the reaction product. The product is: [CH3:21][C:2]1[CH:3]=[C:4]2[CH:10]=[CH:9][N:8]([Si:11]([CH:18]([CH3:20])[CH3:19])([CH:15]([CH3:17])[CH3:16])[CH:12]([CH3:14])[CH3:13])[C:5]2=[N:6][CH:7]=1. (3) Given the reactants Cl[C:2]1[CH:11]=[CH:10][C:9]2[C:4](=[CH:5][CH:6]=[C:7]([Cl:26])[C:8]=2[NH:12][C:13](=[O:25])[CH2:14][C:15]23[CH2:24][CH:19]4[CH2:20][CH:21]([CH2:23][CH:17]([CH2:18]4)[CH2:16]2)[CH2:22]3)[N:3]=1.C(N(CC)CC)C.[NH:34]1[CH2:39][CH2:38][CH:37]([C:40]([O:42][CH2:43][CH3:44])=[O:41])[CH2:36][CH2:35]1, predict the reaction product. The product is: [Cl:26][C:7]1[C:8]([NH:12][C:13](=[O:25])[CH2:14][C:15]23[CH2:16][CH:17]4[CH2:18][CH:19]([CH2:20][CH:21]([CH2:23]4)[CH2:22]2)[CH2:24]3)=[C:9]2[C:4](=[CH:5][CH:6]=1)[N:3]=[C:2]([N:34]1[CH2:39][CH2:38][CH:37]([C:40]([O:42][CH2:43][CH3:44])=[O:41])[CH2:36][CH2:35]1)[CH:11]=[CH:10]2. (4) Given the reactants [F:1][C:2]1[CH:3]=[C:4]([CH:7]=[CH:8][C:9]=1[F:10])[CH:5]=O.[C:11]([O:15]C(=O)CC)(=[O:14])[CH2:12][CH3:13].C([O-])(=O)CC.[Na+], predict the reaction product. The product is: [F:1][C:2]1[CH:3]=[C:4]([CH:7]=[CH:8][C:9]=1[F:10])[CH:5]=[C:12]([CH3:13])[C:11]([OH:15])=[O:14]. (5) The product is: [Cl:1][C:2]1[CH:7]=[CH:6][C:5]([Cl:8])=[CH:4][C:3]=1[C:9](=[O:22])[C:10]([N:11]1[C:19](=[O:20])[C:18]2[C:13](=[CH:14][CH:15]=[CH:16][CH:17]=2)[C:12]1=[O:21])=[CH:10][N:11]([CH3:19])[CH3:12]. Given the reactants [Cl:1][C:2]1[CH:7]=[CH:6][C:5]([Cl:8])=[CH:4][C:3]=1[C:9](=[O:22])[CH2:10][N:11]1[C:19](=[O:20])[C:18]2[C:13](=[CH:14][CH:15]=[CH:16][CH:17]=2)[C:12]1=[O:21], predict the reaction product. (6) Given the reactants Cl[C:2]1[N:7]=[C:6]([NH:8][CH2:9][CH2:10][NH:11][C:12](=[O:14])[CH3:13])[C:5]([N+:15]([O-])=O)=[CH:4][N:3]=1.C(N(CC)C(C)C)(C)C.[Cl:27][C:28]1[CH:29]=[C:30]([CH:33]=[CH:34][C:35]=1[Cl:36])[CH2:31][NH2:32].[O-]S(S([O-])=O)=O.[Na+].[Na+].C([O-])([O-])=O.[Na+].[Na+], predict the reaction product. The product is: [NH2:15][C:5]1[C:6]([NH:8][CH2:9][CH2:10][NH:11][C:12](=[O:14])[CH3:13])=[N:7][C:2]([NH:32][CH2:31][C:30]2[CH:33]=[CH:34][C:35]([Cl:36])=[C:28]([Cl:27])[CH:29]=2)=[N:3][CH:4]=1.